Dataset: Forward reaction prediction with 1.9M reactions from USPTO patents (1976-2016). Task: Predict the product of the given reaction. (1) Given the reactants CCN=C=NCCCN(C)C.[NH2:12][C:13]1[C:18]([O:19][C:20]2([CH:26]([N:30]([CH2:38][C:39]3[CH:44]=[CH:43][CH:42]=[CH:41][CH:40]=3)[CH2:31][C:32]3[CH:37]=[CH:36][CH:35]=[CH:34][CH:33]=3)[C:27]([OH:29])=O)[CH2:25][CH2:24][O:23][CH2:22][CH2:21]2)=[C:17]([F:45])[C:16]([F:46])=[CH:15][CH:14]=1, predict the reaction product. The product is: [CH2:38]([N:30]([CH2:31][C:32]1[CH:33]=[CH:34][CH:35]=[CH:36][CH:37]=1)[CH:26]1[C:20]2([CH2:21][CH2:22][O:23][CH2:24][CH2:25]2)[O:19][C:18]2[C:17]([F:45])=[C:16]([F:46])[CH:15]=[CH:14][C:13]=2[NH:12][C:27]1=[O:29])[C:39]1[CH:44]=[CH:43][CH:42]=[CH:41][CH:40]=1. (2) Given the reactants Br[C:2]1[CH:3]=[CH:4][C:5]2[C:6]3[N:15]([CH2:16][CH:17]([CH3:19])[CH3:18])[C:14]([CH2:20][CH2:21][O:22][CH3:23])=[N:13][C:7]=3[C:8]([NH2:12])=[N:9][C:10]=2[CH:11]=1.[Si]([O:31][CH2:32][C:33]1[CH:34]=[C:35](B(O)O)[CH:36]=[N:37][CH:38]=1)(C(C)(C)C)(C)C, predict the reaction product. The product is: [NH2:12][C:8]1[C:7]2[N:13]=[C:14]([CH2:20][CH2:21][O:22][CH3:23])[N:15]([CH2:16][CH:17]([CH3:19])[CH3:18])[C:6]=2[C:5]2[CH:4]=[CH:3][C:2]([C:35]3[CH:34]=[C:33]([CH2:32][OH:31])[CH:38]=[N:37][CH:36]=3)=[CH:11][C:10]=2[N:9]=1. (3) Given the reactants [Cl:1][C:2]1[N:10]=[C:9]2[C:5]([NH:6][CH:7]=[N:8]2)=[C:4](Cl)[N:3]=1.[CH3:12][C:13]1[C:21]([CH3:22])=[CH:20][C:16]2[N:17]=[CH:18][NH:19][C:15]=2[CH:14]=1, predict the reaction product. The product is: [Cl:1][C:2]1[N:10]=[C:9]2[C:5]([N:6]=[CH:7][NH:8]2)=[C:4]([N:17]2[C:16]3[CH:20]=[C:21]([CH3:22])[C:13]([CH3:12])=[CH:14][C:15]=3[N:19]=[CH:18]2)[N:3]=1. (4) The product is: [F:46][C:40]1[CH:41]=[C:42]([F:45])[CH:43]=[CH:44][C:39]=1[NH:38][C:36]([NH:35][C:32]1[CH:33]=[CH:34][C:29]([O:28][C:25]2[CH:24]=[CH:23][N:22]=[C:21]3[CH:20]=[C:19]([C:16]4[N:17]([CH3:18])[C:13]([CH2:12][NH:7][CH2:8][CH2:9][O:10][CH3:11])=[CH:14][N:15]=4)[S:27][C:26]=23)=[C:30]([F:47])[CH:31]=1)=[O:37]. Given the reactants C(OC(=O)[N:7]([CH2:12][C:13]1[N:17]([CH3:18])[C:16]([C:19]2[S:27][C:26]3[C:21](=[N:22][CH:23]=[CH:24][C:25]=3[O:28][C:29]3[CH:34]=[CH:33][C:32]([NH:35][C:36]([NH:38][C:39]4[CH:44]=[CH:43][C:42]([F:45])=[CH:41][C:40]=4[F:46])=[O:37])=[CH:31][C:30]=3[F:47])[CH:20]=2)=[N:15][CH:14]=1)[CH2:8][CH2:9][O:10][CH3:11])(C)(C)C.Cl.O1CCOCC1.CCOC(C)=O, predict the reaction product. (5) Given the reactants F[C:2]1[N:7]2[CH:8]=[C:9]([CH2:11][N:12]([CH3:23])[CH:13]3[C:22]4[N:21]=[CH:20][CH:19]=[CH:18][C:17]=4[CH2:16][CH2:15][CH2:14]3)[N:10]=[C:6]2[CH:5]=[CH:4][CH:3]=1.[CH3:24][O:25][CH2:26][CH2:27][N:28]1[CH2:33][CH2:32][NH:31][CH2:30][CH2:29]1, predict the reaction product. The product is: [CH3:23][N:12]([CH2:11][C:9]1[N:10]=[C:6]2[CH:5]=[CH:4][CH:3]=[C:2]([N:31]3[CH2:32][CH2:33][N:28]([CH2:27][CH2:26][O:25][CH3:24])[CH2:29][CH2:30]3)[N:7]2[CH:8]=1)[CH:13]1[C:22]2[N:21]=[CH:20][CH:19]=[CH:18][C:17]=2[CH2:16][CH2:15][CH2:14]1. (6) The product is: [CH2:20]([NH:22][C:23]([NH:25][C:26]1[N:27]=[CH:28][C:29]([C:2]2[C:7]([O:8][CH2:9][CH:10]3[CH2:15][CH2:14][O:13][CH2:12][CH2:11]3)=[N:6][CH:5]=[C:4]([C:16]([O:18][CH3:19])=[O:17])[CH:3]=2)=[C:30]([C:32]2[S:33][CH:34]=[C:35]([C:37]([F:39])([F:40])[F:38])[N:36]=2)[CH:31]=1)=[O:24])[CH3:21]. Given the reactants Br[C:2]1[CH:3]=[C:4]([C:16]([O:18][CH3:19])=[O:17])[CH:5]=[N:6][C:7]=1[O:8][CH2:9][CH:10]1[CH2:15][CH2:14][O:13][CH2:12][CH2:11]1.[CH2:20]([NH:22][C:23]([NH:25][C:26]1[CH:31]=[C:30]([C:32]2[S:33][CH:34]=[C:35]([C:37]([F:40])([F:39])[F:38])[N:36]=2)[C:29](B2OC(C)(C)C(C)(C)O2)=[CH:28][N:27]=1)=[O:24])[CH3:21].C(=O)(O)[O-].[Na+].O, predict the reaction product. (7) Given the reactants [Cl:1][C:2]1[CH:10]=[CH:9][C:8]2[N:7]([CH2:11][C:12]([O:14][CH2:15][CH3:16])=[O:13])[C:6]3[CH2:17][CH2:18][N:19]([CH3:21])[CH2:20][C:5]=3[C:4]=2[CH:3]=1.[CH3:22]C(O)C, predict the reaction product. The product is: [Cl:1][C:2]1[CH:10]=[CH:9][C:8]2[N:7]([CH2:11][C:12]([O:14][CH:15]([CH3:22])[CH3:16])=[O:13])[C:6]3[CH2:17][CH2:18][N:19]([CH3:21])[CH2:20][C:5]=3[C:4]=2[CH:3]=1.